This data is from Rat liver microsome stability data. The task is: Regression/Classification. Given a drug SMILES string, predict its absorption, distribution, metabolism, or excretion properties. Task type varies by dataset: regression for continuous measurements (e.g., permeability, clearance, half-life) or binary classification for categorical outcomes (e.g., BBB penetration, CYP inhibition). Dataset: rlm. (1) The drug is CN(C)CCCn1cc(C2=C(c3c[nH]c4ccccc34)C(=O)NC2=O)c2ccccc21. The result is 1 (stable in rat liver microsomes). (2) The compound is O=C(N[C@@H](Cn1ccnc1)c1ccc(Cl)cc1Cl)c1ccc(-c2nnc(-c3ccc(-c4ccccn4)cc3F)o2)cc1. The result is 0 (unstable in rat liver microsomes). (3) The result is 0 (unstable in rat liver microsomes). The compound is O=C(N[C@@H](Cn1ccnc1)c1ccc(Cl)cc1Cl)c1ccc(-c2nnc(-c3ccc(OCC(F)(F)F)cc3F)o2)cc1. (4) The molecule is COc1c(NS(=O)(=O)c2ccc(C)cc2)cccc1C(=O)Nc1nc(-c2ccccc2)cs1. The result is 1 (stable in rat liver microsomes). (5) The compound is CS(=O)(=O)c1ccccc1OC1CCN(C(=O)NCc2ccc(Cl)cc2Cl)CC1. The result is 1 (stable in rat liver microsomes). (6) The compound is CC(=O)CNC1CCN(Cc2ccc(CCNC(=O)c3ccc(-c4ccc(F)cc4)cc3)cc2)CC1. The result is 1 (stable in rat liver microsomes). (7) The compound is NC(=O)C1CCN(c2nc(-c3cccc(F)c3)cs2)CC1. The result is 1 (stable in rat liver microsomes). (8) The compound is O=C(NC1CCCCC1)N1Cc2nc[nH]c2C[C@H]1c1nc(-c2cccc([N+](=O)[O-])c2)no1. The result is 1 (stable in rat liver microsomes). (9) The molecule is N#Cc1cc(-c2nc(Nc3ccc(F)c(F)c3)c3ccccc3n2)ccn1. The result is 0 (unstable in rat liver microsomes). (10) The drug is CC(=O)Nc1ccc(OCC(=O)NC(c2cccc(F)c2)c2cc(Cl)c3cccnc3c2O)cc1. The result is 1 (stable in rat liver microsomes).